This data is from Forward reaction prediction with 1.9M reactions from USPTO patents (1976-2016). The task is: Predict the product of the given reaction. Given the reactants [NH2:1][CH2:2][C:3]1[N:4]=[CH:5][C:6]([C:9]([NH:11][CH2:12][C:13]2[S:17][C:16]([CH3:18])=[N:15][CH:14]=2)=[O:10])=[N:7][CH:8]=1.[Cl:19][C:20]1[CH:21]=[CH:22][C:23]([F:29])=[C:24]([CH:28]=1)[C:25](O)=[O:26].C(N(CC)CC)C, predict the reaction product. The product is: [Cl:19][C:20]1[CH:21]=[CH:22][C:23]([F:29])=[C:24]([CH:28]=1)[C:25]([NH:1][CH2:2][C:3]1[N:4]=[CH:5][C:6]([C:9]([NH:11][CH2:12][C:13]2[S:17][C:16]([CH3:18])=[N:15][CH:14]=2)=[O:10])=[N:7][CH:8]=1)=[O:26].